Dataset: Full USPTO retrosynthesis dataset with 1.9M reactions from patents (1976-2016). Task: Predict the reactants needed to synthesize the given product. Given the product [F:32][C:23]1[CH:24]=[C:25]([S:28]([CH3:31])(=[O:29])=[O:30])[CH:26]=[CH:27][C:22]=1[C:20]1[O:21][C:17]2[CH:16]=[CH:15][C:14]([N:11]3[CH2:12][CH2:13][N:8]([C:1]([O:21][CH:17]([CH3:18])[CH3:16])=[O:37])[CH2:9][CH2:10]3)=[CH:33][C:18]=2[N:19]=1, predict the reactants needed to synthesize it. The reactants are: [CH2:1]([N:8]1[CH2:13][CH2:12][N:11]([C:14]2[CH:15]=[CH:16][C:17]3[O:21][C:20]([C:22]4[CH:27]=[CH:26][C:25]([S:28]([CH3:31])(=[O:30])=[O:29])=[CH:24][C:23]=4[F:32])=[N:19][C:18]=3[CH:33]=2)[CH2:10][CH2:9]1)C1C=CC=CC=1.C(Cl)Cl.[OH2:37].